Dataset: Full USPTO retrosynthesis dataset with 1.9M reactions from patents (1976-2016). Task: Predict the reactants needed to synthesize the given product. Given the product [F:17][C:4]1[CH:3]=[C:2]([F:1])[CH:7]=[CH:6][C:5]=1[C:8]1[N:9]=[N:10][N:11]2[CH2:16][CH2:15][NH:14][CH2:13][C:12]=12, predict the reactants needed to synthesize it. The reactants are: [F:1][C:2]1[CH:7]=[CH:6][C:5]([C:8]2[N:9]=[N:10][N:11]3[CH2:16][CH2:15][NH:14][CH2:13][C:12]=23)=[CH:4][CH:3]=1.[F:17]C1C=C(F)C=CC=1B(O)O.